From a dataset of Full USPTO retrosynthesis dataset with 1.9M reactions from patents (1976-2016). Predict the reactants needed to synthesize the given product. (1) Given the product [NH2:19][C:17](=[O:18])[CH2:16][C:11]1[CH:12]=[CH:13][CH:14]=[CH:15][C:10]=1[CH2:9][CH2:8][C:6]1[C:5]([CH3:20])=[CH:4][N:3]=[C:2]([NH:21][C:22]2[CH:23]=[CH:24][C:25]([O:26][CH:27]3[CH2:32][CH2:31][N:30]([C:33]([O:35][C:36]([CH3:37])([CH3:38])[CH3:39])=[O:34])[CH2:29][CH2:28]3)=[CH:40][CH:41]=2)[N:7]=1, predict the reactants needed to synthesize it. The reactants are: Cl[C:2]1[N:7]=[C:6]([CH2:8][CH2:9][C:10]2[CH:15]=[CH:14][CH:13]=[CH:12][C:11]=2[CH2:16][C:17]([NH2:19])=[O:18])[C:5]([CH3:20])=[CH:4][N:3]=1.[NH2:21][C:22]1[CH:41]=[CH:40][C:25]([O:26][CH:27]2[CH2:32][CH2:31][N:30]([C:33]([O:35][C:36]([CH3:39])([CH3:38])[CH3:37])=[O:34])[CH2:29][CH2:28]2)=[CH:24][CH:23]=1.C([O-])([O-])=O.[Cs+].[Cs+].CC1(C)C2C(=C(P(C3C=CC=CC=3)C3C=CC=CC=3)C=CC=2)OC2C(P(C3C=CC=CC=3)C3C=CC=CC=3)=CC=CC1=2. (2) Given the product [CH:8]1([O:13][CH2:14][C:15]([CH:3]2[C:4](=[O:7])[CH2:5][CH2:6][O:1][CH2:2]2)=[O:16])[CH2:12][CH2:11][CH2:10][CH2:9]1, predict the reactants needed to synthesize it. The reactants are: [O:1]1[CH2:6][CH2:5][C:4](=[O:7])[CH2:3][CH2:2]1.[CH:8]1([O:13][CH2:14][C:15](Cl)=[O:16])[CH2:12][CH2:11][CH2:10][CH2:9]1. (3) Given the product [Cl:21][C:18]1[CH:19]=[C:20]2[C:15](=[CH:16][C:17]=1[Cl:22])[NH:14][CH:13]=[C:12]2[CH2:11][CH2:10][OH:9], predict the reactants needed to synthesize it. The reactants are: B.C1COCC1.C([O:9][C:10](=O)[CH2:11][C:12]1(O)[C:20]2[C:15](=[CH:16][C:17]([Cl:22])=[C:18]([Cl:21])[CH:19]=2)[NH:14][C:13]1=O)C.O1CCCC1.C(OCC)(=O)C. (4) Given the product [F:12][B-:13]([F:16])([F:15])[F:14].[Cl:2][CH2:3][N+:4]12[CH2:11][CH2:10][N:7]([CH2:8][CH2:9]1)[CH2:6][CH2:5]2, predict the reactants needed to synthesize it. The reactants are: [Cl-].[Cl:2][CH2:3][N+:4]12[CH2:11][CH2:10][N:7]([CH2:8][CH2:9]1)[CH2:6][CH2:5]2.[F:12][B-:13]([F:16])([F:15])[F:14].[Na+].